This data is from Full USPTO retrosynthesis dataset with 1.9M reactions from patents (1976-2016). The task is: Predict the reactants needed to synthesize the given product. (1) Given the product [CH3:36][O:35][C:21]1[C:20]2[C:25](=[CH:26][CH:27]=[C:18]([S:16][C:13]3[N:11]4[CH:12]=[C:7]([C:5]5[CH:4]=[N:3][N:2]([CH3:1])[CH:6]=5)[CH:8]=[CH:9][C:10]4=[N:15][N:14]=3)[CH:19]=2)[N:24]=[CH:23][C:22]=1[N:28]1[CH2:33][CH2:32][O:31][CH2:30][C:29]1=[O:34], predict the reactants needed to synthesize it. The reactants are: [CH3:1][N:2]1[CH:6]=[C:5]([C:7]2[CH:8]=[CH:9][C:10]3[N:11]([C:13]([SH:16])=[N:14][N:15]=3)[CH:12]=2)[CH:4]=[N:3]1.Br[C:18]1[CH:19]=[C:20]2[C:25](=[CH:26][CH:27]=1)[N:24]=[CH:23][C:22]([N:28]1[CH2:33][CH2:32][O:31][CH2:30][C:29]1=[O:34])=[C:21]2[O:35][CH3:36].C1(P(C2C=CC=CC=2)C2C3OC4C(=CC=CC=4P(C4C=CC=CC=4)C4C=CC=CC=4)C(C)(C)C=3C=CC=2)C=CC=CC=1. (2) Given the product [CH3:7][O:8][C:9]1[C:14]([C:15]2[C:33]3[C:28](=[CH:29][C:30]([O:36][CH2:37][CH3:38])=[C:31]([O:34][CH3:35])[CH:32]=3)[CH:19]3[CH:18]([CH2:23][CH2:22][CH:21]([O:24][C:25](=[O:27])[CH3:26])[CH2:20]3)[N:17]=2)=[CH:13][CH:12]=[C:11]([O:39][CH3:40])[N:10]=1, predict the reactants needed to synthesize it. The reactants are: P(Cl)(Cl)(Cl)(Cl)Cl.[CH3:7][O:8][C:9]1[C:14]([C:15]([NH:17][CH:18]2[CH2:23][CH2:22][CH:21]([O:24][C:25](=[O:27])[CH3:26])[CH2:20][CH:19]2[C:28]2[CH:33]=[CH:32][C:31]([O:34][CH3:35])=[C:30]([O:36][CH2:37][CH3:38])[CH:29]=2)=O)=[CH:13][CH:12]=[C:11]([O:39][CH3:40])[N:10]=1.C(N(CC)CC)C.O. (3) Given the product [ClH:19].[NH2:5][O:6][CH:7]1[CH2:12][CH2:11][O:10][C:8]1=[O:9], predict the reactants needed to synthesize it. The reactants are: C1(=O)[N:5]([O:6][CH:7]2[CH2:12][CH2:11][O:10][C:8]2=[O:9])C(=O)C2=CC=CC=C12.[ClH:19].